This data is from Forward reaction prediction with 1.9M reactions from USPTO patents (1976-2016). The task is: Predict the product of the given reaction. Given the reactants C([O:4][C:5]1[CH:10]=[C:9]([Cl:11])[C:8]([CH2:12][C:13]2[CH:18]=[CH:17][C:16]([O:19][CH2:20][CH3:21])=[CH:15][CH:14]=2)=[CH:7][C:6]=1[C@H:22]1[C@H:27]([O:28][CH2:29][C:30]2[CH:35]=[CH:34][CH:33]=[CH:32][CH:31]=2)[C@@H:26]([O:36][CH2:37][C:38]2[CH:43]=[CH:42][CH:41]=[CH:40][CH:39]=2)[C@H:25]([O:44][CH2:45][C:46]2[CH:51]=[CH:50][CH:49]=[CH:48][CH:47]=2)[C@@H:24]([CH2:52][O:53][CH2:54][C:55]2[CH:60]=[CH:59][CH:58]=[CH:57][CH:56]=2)[O:23]1)C=C.[BH4-].[Na+].[NH4+].[Cl-], predict the reaction product. The product is: [Cl:11][C:9]1[C:8]([CH2:12][C:13]2[CH:14]=[CH:15][C:16]([O:19][CH2:20][CH3:21])=[CH:17][CH:18]=2)=[CH:7][C:6]([C@H:22]2[C@H:27]([O:28][CH2:29][C:30]3[CH:35]=[CH:34][CH:33]=[CH:32][CH:31]=3)[C@@H:26]([O:36][CH2:37][C:38]3[CH:43]=[CH:42][CH:41]=[CH:40][CH:39]=3)[C@H:25]([O:44][CH2:45][C:46]3[CH:51]=[CH:50][CH:49]=[CH:48][CH:47]=3)[C@@H:24]([CH2:52][O:53][CH2:54][C:55]3[CH:60]=[CH:59][CH:58]=[CH:57][CH:56]=3)[O:23]2)=[C:5]([OH:4])[CH:10]=1.